The task is: Predict the reaction yield, written as a fraction of the theoretical maximum amount of product (1.0 means a 100% yield; for example, 0.34 means a 34% yield).. This data is from Reaction yield outcomes from USPTO patents with 853,638 reactions. The reactants are [BH4-].[Na+].C(N)CN.[CH3:7][O:8][C:9](=[O:35])[CH2:10][CH2:11][CH2:12][C:13]#[C:14][CH2:15][N:16]1[C@@H:20]([CH2:21][O:22][C:23](=[O:33])[NH:24][CH2:25][CH2:26][C:27]2[CH:32]=[CH:31][CH:30]=[CH:29][CH:28]=2)[CH2:19][CH2:18][C:17]1=[O:34]. The catalyst is C(O)C.[Ni](Cl)Cl. The product is [CH3:7][O:8][C:9](=[O:35])[CH2:10][CH2:11][CH2:12]/[CH:13]=[CH:14]\[CH2:15][N:16]1[C@@H:20]([CH2:21][O:22][C:23](=[O:33])[NH:24][CH2:25][CH2:26][C:27]2[CH:32]=[CH:31][CH:30]=[CH:29][CH:28]=2)[CH2:19][CH2:18][C:17]1=[O:34]. The yield is 0.560.